Dataset: Full USPTO retrosynthesis dataset with 1.9M reactions from patents (1976-2016). Task: Predict the reactants needed to synthesize the given product. (1) Given the product [CH3:12][O:13][C:14]1[CH:15]=[C:16]([S:20]([NH:1][C:2]2[CH:3]=[CH:4][CH:5]=[C:6]3[C:11]=2[N:10]=[CH:9][CH:8]=[CH:7]3)(=[O:22])=[O:21])[CH:17]=[CH:18][CH:19]=1, predict the reactants needed to synthesize it. The reactants are: [NH2:1][C:2]1[CH:3]=[CH:4][CH:5]=[C:6]2[C:11]=1[N:10]=[CH:9][CH:8]=[CH:7]2.[CH3:12][O:13][C:14]1[CH:15]=[C:16]([S:20](Cl)(=[O:22])=[O:21])[CH:17]=[CH:18][CH:19]=1. (2) Given the product [CH2:19]([O:18][C:16]([N:11]1[CH2:12][CH2:13][CH:14]2[CH2:15][NH:8][CH2:9][C:10]12[CH3:26])=[O:17])[C:20]1[CH:21]=[CH:22][CH:23]=[CH:24][CH:25]=1, predict the reactants needed to synthesize it. The reactants are: C(OC([N:8]1[CH2:15][CH:14]2[C:10]([CH3:26])([N:11]([C:16]([O:18][CH2:19][C:20]3[CH:25]=[CH:24][CH:23]=[CH:22][CH:21]=3)=[O:17])[CH2:12][CH2:13]2)[CH2:9]1)=O)(C)(C)C.C(O)(C(F)(F)F)=O. (3) Given the product [CH3:10][C:9]1[O:8][C:7]([C@@H:11]2[CH2:12][CH2:13][C@@H:14]([CH3:27])[NH:15][CH2:16]2)=[N:6][C:5]=1[C:2]([OH:1])([CH3:4])[CH3:3], predict the reactants needed to synthesize it. The reactants are: [OH:1][C:2]([C:5]1[N:6]=[C:7]([C@H:11]2[CH2:16][N:15](C(OCC3C=CC=CC=3)=O)[C@@H:14]([CH3:27])[CH2:13][CH2:12]2)[O:8][C:9]=1[CH3:10])([CH3:4])[CH3:3]. (4) Given the product [Br:8][C:6]1[CH:5]=[CH:4][N:3]([CH2:12][CH2:13][N:14]2[CH2:19][CH2:18][O:17][CH2:16][CH2:15]2)[C:2](=[O:1])[CH:7]=1, predict the reactants needed to synthesize it. The reactants are: [OH:1][C:2]1[CH:7]=[C:6]([Br:8])[CH:5]=[CH:4][N:3]=1.[OH-].[K+].Cl[CH2:12][CH2:13][N:14]1[CH2:19][CH2:18][O:17][CH2:16][CH2:15]1.O. (5) Given the product [C:1]([O:5][C:6]([N:8]1[C@H:13]([CH2:14][NH:15][C:25]([C:18]2[C:19]3[CH:24]=[CH:23][CH:22]=[CH:21][C:20]=3[O:16][N:17]=2)=[O:26])[CH2:12][C@H:11]2[C@@H:9]1[CH2:10]2)=[O:7])([CH3:4])([CH3:3])[CH3:2], predict the reactants needed to synthesize it. The reactants are: [C:1]([O:5][C:6]([N:8]1[C@H:13]([CH2:14][NH2:15])[CH2:12][C@H:11]2[C@@H:9]1[CH2:10]2)=[O:7])([CH3:4])([CH3:3])[CH3:2].[O:16]1[C:20]2[CH:21]=[CH:22][CH:23]=[CH:24][C:19]=2[C:18]([C:25](O)=[O:26])=[N:17]1. (6) Given the product [C:28]([C:27]1[CH:22]([C:15]2[CH:16]=[CH:17][C:18]([C:20]#[N:21])=[CH:19][C:14]=2[C:11]2[CH2:12][CH2:13][NH:8][CH2:9][CH:10]=2)[N:23]([CH3:43])[C:24](=[O:42])[N:25]([C:32]2[CH:37]=[CH:36][CH:35]=[C:34]([C:38]([F:41])([F:40])[F:39])[CH:33]=2)[C:26]=1[CH3:31])(=[O:30])[CH3:29], predict the reactants needed to synthesize it. The reactants are: C(OC([N:8]1[CH2:13][CH:12]=[C:11]([C:14]2[CH:19]=[C:18]([C:20]#[N:21])[CH:17]=[CH:16][C:15]=2[CH:22]2[C:27]([C:28](=[O:30])[CH3:29])=[C:26]([CH3:31])[N:25]([C:32]3[CH:37]=[CH:36][CH:35]=[C:34]([C:38]([F:41])([F:40])[F:39])[CH:33]=3)[C:24](=[O:42])[N:23]2[CH3:43])[CH2:10][CH2:9]1)=O)(C)(C)C.FC(F)(F)C(O)=O.